This data is from Catalyst prediction with 721,799 reactions and 888 catalyst types from USPTO. The task is: Predict which catalyst facilitates the given reaction. (1) Reactant: [CH3:1][N:2]1[C:6]([N+:7]([O-])=O)=[CH:5][C:4]([C:10]([O:12]C)=O)=[N:3]1.[F:14][C:15]([Si](C)(C)C)([F:17])[F:16].[F-].[Cs+]. Product: [NH2:7][C:6]1[N:2]([CH3:1])[N:3]=[C:4]([CH:10]([OH:12])[C:15]([F:17])([F:16])[F:14])[CH:5]=1. The catalyst class is: 54. (2) Product: [CH:1]1([N:6]2[C:11]3[N:12]=[C:13]([S:16][CH3:17])[N:14]=[CH:15][C:10]=3[C:9]([CH3:18])=[C:8]([CH:37]([OH:44])[C:38]3[CH:43]=[CH:42][CH:41]=[CH:40][CH:39]=3)[C:7]2=[O:20])[CH2:5][CH2:4][CH2:3][CH2:2]1. Reactant: [CH:1]1([N:6]2[C:11]3[N:12]=[C:13]([S:16][CH3:17])[N:14]=[CH:15][C:10]=3[C:9]([CH3:18])=[C:8](I)[C:7]2=[O:20])[CH2:5][CH2:4][CH2:3][CH2:2]1.C([Mg]Cl)CC.CN(P(N(C)C)(N(C)C)=O)C.[CH:37](=[O:44])[C:38]1[CH:43]=[CH:42][CH:41]=[CH:40][CH:39]=1. The catalyst class is: 20. (3) Reactant: [CH3:1][O:2][C:3](=[O:34])[C:4]1[CH:9]=[CH:8][C:7]([CH2:10][N:11]2[CH:16]([C:17]3[C:22]([CH3:23])=[CH:21][CH:20]=[CH:19][N:18]=3)[CH2:15][CH2:14][CH2:13][CH:12]2[C:24]2[C:29]([CH3:30])=[CH:28][CH:27]=[CH:26][N:25]=2)=[C:6]([N+:31]([O-])=O)[CH:5]=1. Product: [CH3:1][O:2][C:3](=[O:34])[C:4]1[CH:9]=[CH:8][C:7]([CH2:10][N:11]2[CH:12]([C:24]3[C:29]([CH3:30])=[CH:28][CH:27]=[CH:26][N:25]=3)[CH2:13][CH2:14][CH2:15][CH:16]2[C:17]2[C:22]([CH3:23])=[CH:21][CH:20]=[CH:19][N:18]=2)=[C:6]([NH2:31])[CH:5]=1. The catalyst class is: 515.